This data is from Reaction yield outcomes from USPTO patents with 853,638 reactions. The task is: Predict the reaction yield, written as a fraction of the theoretical maximum amount of product (1.0 means a 100% yield; for example, 0.34 means a 34% yield). (1) The reactants are [OH-].[K+].[CH3:3][O:4][C:5]1[CH:13]=[CH:12][CH:11]=[C:10]2[C:6]=1[C:7]([NH2:14])=[N:8][NH:9]2.ClC[C:17]1[CH:18]=[C:19]([CH:22]=[CH:23][CH:24]=1)[C:20]#[N:21].O.[CH3:26]S(C)=O. The catalyst is C1CCCCC1.C(OCC)(=O)C. The product is [NH2:14][C:7]1[C:6]2[C:10](=[CH:11][CH:12]=[CH:13][C:5]=2[O:4][CH3:3])[N:9]([CH2:26][C:18]2[CH:17]=[CH:24][CH:23]=[CH:22][C:19]=2[C:20]#[N:21])[N:8]=1. The yield is 0.590. (2) The yield is 0.290. The catalyst is CN(C=O)C. The reactants are [CH3:1][O:2][C:3]1[CH:4]=[C:5]([NH:11][CH2:12][CH2:13][C:14]2[CH:19]=[CH:18][C:17]([C:20]([F:23])([F:22])[F:21])=[CH:16][CH:15]=2)[CH:6]=[CH:7][C:8]=1[O:9][CH3:10].[CH2:24]([O:31][C:32](=[O:43])[CH:33]([C:37]1[CH:42]=[CH:41][CH:40]=[CH:39][CH:38]=1)[C:34](O)=[O:35])[C:25]1[CH:30]=[CH:29][CH:28]=[CH:27][CH:26]=1.CN(C(ON1N=NC2C=CC=CC1=2)=[N+](C)C)C.[B-](F)(F)(F)F.CCN(CC)CC. The product is [CH2:24]([O:31][C:32](=[O:43])[CH:33]([C:37]1[CH:42]=[CH:41][CH:40]=[CH:39][CH:38]=1)[C:34]([N:11]([C:5]1[CH:6]=[CH:7][C:8]([O:9][CH3:10])=[C:3]([O:2][CH3:1])[CH:4]=1)[CH2:12][CH2:13][C:14]1[CH:19]=[CH:18][C:17]([C:20]([F:22])([F:21])[F:23])=[CH:16][CH:15]=1)=[O:35])[C:25]1[CH:26]=[CH:27][CH:28]=[CH:29][CH:30]=1. (3) The reactants are [CH3:1][C:2]1[CH:3]=[N:4][N:5]([C:7]2[S:15][C:14]3[C:9](=[N:10][CH:11]=[CH:12][C:13]=3[O:16][C:17]3[CH:22]=[CH:21][C:20]([NH2:23])=[CH:19][CH:18]=3)[CH:8]=2)[CH:6]=1.[C:24]1([CH2:30][C:31]([N:33]=[C:34]=[S:35])=[O:32])[CH:29]=[CH:28][CH:27]=[CH:26][CH:25]=1. The catalyst is C1COCC1. The product is [CH3:1][C:2]1[CH:3]=[N:4][N:5]([C:7]2[S:15][C:14]3[C:9](=[N:10][CH:11]=[CH:12][C:13]=3[O:16][C:17]3[CH:22]=[CH:21][C:20]([NH:23][C:34]([NH:33][C:31](=[O:32])[CH2:30][C:24]4[CH:25]=[CH:26][CH:27]=[CH:28][CH:29]=4)=[S:35])=[CH:19][CH:18]=3)[CH:8]=2)[CH:6]=1. The yield is 0.150. (4) The reactants are [C:1]([O:5][C:6](=[O:24])[NH:7][C@H:8]([CH:21]([CH3:23])[CH3:22])[C:9](=[O:20])/[CH:10]=[CH:11]\[C:12]1[CH:17]=[CH:16][CH:15]=[C:14]([C:18]#[N:19])[CH:13]=1)([CH3:4])([CH3:3])[CH3:2]. The catalyst is [Pd].CO. The product is [C:1]([O:5][C:6](=[O:24])[NH:7][C@H:8]([CH:21]([CH3:22])[CH3:23])[C:9](=[O:20])[CH2:10][CH2:11][C:12]1[CH:17]=[CH:16][CH:15]=[C:14]([C:18]#[N:19])[CH:13]=1)([CH3:4])([CH3:3])[CH3:2]. The yield is 0.790. (5) The reactants are [CH3:1][C:2]1[C:7]([CH2:8][C:9]([O:11][CH3:12])=[O:10])=[C:6]([C:13]2[CH:18]=[CH:17][C:16]([CH3:19])=[CH:15][CH:14]=2)[N:5]=[C:4]([N:20]2[CH2:25][CH2:24][CH2:23][CH2:22][CH2:21]2)[N:3]=1.C[Si]([N-][Si](C)(C)C)(C)C.[K+].C1COCC1.I[CH2:42][C:43]([CH3:46])([CH3:45])[CH3:44]. The catalyst is CN(P(N(C)C)(N(C)C)=O)C.CN(C=O)C. The product is [CH3:42][C:43]([CH3:46])([CH3:45])[CH2:44][CH:8]([C:7]1[C:2]([CH3:1])=[N:3][C:4]([N:20]2[CH2:21][CH2:22][CH2:23][CH2:24][CH2:25]2)=[N:5][C:6]=1[C:13]1[CH:18]=[CH:17][C:16]([CH3:19])=[CH:15][CH:14]=1)[C:9]([O:11][CH3:12])=[O:10]. The yield is 0.0900. (6) The reactants are [NH2:1][CH2:2][CH2:3][N:4]1[C:8]2=[N:9][CH:10]=[N:11][C:12]([NH2:13])=[C:7]2[C:6]([C:14]2[CH:19]=[CH:18][C:17]([O:20][C:21]3[CH:26]=[CH:25][CH:24]=[CH:23][CH:22]=3)=[CH:16][CH:15]=2)=[N:5]1.[C:27]([CH2:29][C:30](O)=[O:31])#[N:28].CN(C(ON1N=NC2C=CC=NC1=2)=[N+](C)C)C.F[P-](F)(F)(F)(F)F.O. The catalyst is CN(C=O)C. The product is [NH2:13][C:12]1[N:11]=[CH:10][N:9]=[C:8]2[N:4]([CH2:3][CH2:2][NH:1][C:30](=[O:31])[CH2:29][C:27]#[N:28])[N:5]=[C:6]([C:14]3[CH:19]=[CH:18][C:17]([O:20][C:21]4[CH:26]=[CH:25][CH:24]=[CH:23][CH:22]=4)=[CH:16][CH:15]=3)[C:7]=12. The yield is 0.220. (7) The reactants are [BH4-].[Na+].[Br:3][C:4]1[CH:8]=[C:7]([Br:9])[S:6][C:5]=1[C:10](=[O:16])[C:11]([O:13][CH2:14][CH3:15])=[O:12]. The catalyst is O1CCCC1.Cl. The product is [Br:3][C:4]1[CH:8]=[C:7]([Br:9])[S:6][C:5]=1[CH:10]([OH:16])[C:11]([O:13][CH2:14][CH3:15])=[O:12]. The yield is 0.750. (8) The reactants are [O:1]=[S:2](Cl)Cl.[Cl:5][C:6]1[CH:7]=[C:8]([CH2:13][C@H:14]([NH:17][C:18](=[O:24])[O:19][C:20]([CH3:23])([CH3:22])[CH3:21])[CH2:15][OH:16])[CH:9]=[CH:10][C:11]=1[Cl:12].N1C=CC=CC=1. The catalyst is C(#N)C. The product is [Cl:5][C:6]1[CH:7]=[C:8]([CH:9]=[CH:10][C:11]=1[Cl:12])[CH2:13][C@H:14]1[CH2:15][O:16][S:2](=[O:1])[N:17]1[C:18]([O:19][C:20]([CH3:21])([CH3:22])[CH3:23])=[O:24]. The yield is 0.750. (9) The reactants are [Br:1][C:2]1[CH:7]=[CH:6][N:5]=[C:4]2[N:8]([S:13]([C:16]3[CH:21]=[CH:20][CH:19]=[CH:18][CH:17]=3)(=[O:15])=[O:14])[C:9]([CH2:11][OH:12])=[CH:10][C:3]=12.[CH3:22][S:23](O[S:23]([CH3:22])(=[O:25])=[O:24])(=[O:25])=[O:24]. The catalyst is C(Cl)Cl. The product is [CH3:22][S:23]([O:12][CH2:11][C:9]1[N:8]([S:13]([C:16]2[CH:17]=[CH:18][CH:19]=[CH:20][CH:21]=2)(=[O:15])=[O:14])[C:4]2=[N:5][CH:6]=[CH:7][C:2]([Br:1])=[C:3]2[CH:10]=1)(=[O:25])=[O:24]. The yield is 0.890.